This data is from NCI-60 drug combinations with 297,098 pairs across 59 cell lines. The task is: Regression. Given two drug SMILES strings and cell line genomic features, predict the synergy score measuring deviation from expected non-interaction effect. Drug 1: C1CCC(C1)C(CC#N)N2C=C(C=N2)C3=C4C=CNC4=NC=N3. Drug 2: C1=NNC2=C1C(=O)NC=N2. Cell line: SK-MEL-5. Synergy scores: CSS=-7.30, Synergy_ZIP=11.0, Synergy_Bliss=12.2, Synergy_Loewe=-8.25, Synergy_HSA=-6.83.